The task is: Predict the reactants needed to synthesize the given product.. This data is from Full USPTO retrosynthesis dataset with 1.9M reactions from patents (1976-2016). (1) Given the product [C:29]([C:25]1[CH:24]=[C:23]([CH:28]=[CH:27][CH:26]=1)[CH2:22][N:21]([CH:31]1[CH2:32][CH2:33][N:34]([CH:37]([CH3:41])[CH2:38][CH2:39][NH:40][C:4](=[O:6])[C:3]2[C:7]([CH3:11])=[CH:8][CH:9]=[CH:10][C:2]=2[CH3:1])[CH2:35][CH2:36]1)[C:18]1[CH:17]=[CH:16][C:15]([C:14]([OH:42])=[O:13])=[CH:20][CH:19]=1)#[N:30], predict the reactants needed to synthesize it. The reactants are: [CH3:1][C:2]1[CH:10]=[CH:9][CH:8]=[C:7]([CH3:11])[C:3]=1[C:4]([OH:6])=O.C[O:13][C:14](=[O:42])[C:15]1[CH:20]=[CH:19][C:18]([N:21]([CH:31]2[CH2:36][CH2:35][N:34]([CH:37]([CH3:41])[CH2:38][CH2:39][NH2:40])[CH2:33][CH2:32]2)[CH2:22][C:23]2[CH:28]=[CH:27][CH:26]=[C:25]([C:29]#[N:30])[CH:24]=2)=[CH:17][CH:16]=1. (2) Given the product [CH2:1]([O:4][N:5]=[C:6]1[CH2:10][N:9]([C:11](=[O:13])[C:26]2[CH:25]=[CH:24][C:23]([C:21]#[N:22])=[CH:31][CH:30]=2)[C@H:8]([C:18]([NH:43][C:38]2[CH:39]=[CH:40][CH:41]=[CH:42][C:37]=2[N:32]2[CH:36]=[CH:35][CH:34]=[CH:33]2)=[O:20])[CH2:7]1)[CH:2]=[CH2:3], predict the reactants needed to synthesize it. The reactants are: [CH2:1]([O:4][N:5]=[C:6]1[CH2:10][N:9]([C:11]([O:13]C(C)(C)C)=O)[C@H:8]([C:18]([OH:20])=O)[CH2:7]1)[CH:2]=[CH2:3].[C:21]([C:23]1[CH:31]=[CH:30][C:26](C(Cl)=O)=[CH:25][CH:24]=1)#[N:22].[N:32]1([C:37]2[CH:42]=[CH:41][CH:40]=[CH:39][C:38]=2[NH2:43])[CH:36]=[CH:35][CH:34]=[CH:33]1. (3) Given the product [CH:5]1[C:6]2[C:11](=[CH:10][CH:9]=[CH:8][CH:7]=2)[C:2]([C:6]2[CH:11]=[CH:10][C:9]([CH2:12][OH:15])=[CH:8][CH:7]=2)=[CH:3][N:4]=1, predict the reactants needed to synthesize it. The reactants are: Br[C:2]1[C:11]2[C:6](=[CH:7][CH:8]=[CH:9][CH:10]=2)[CH:5]=[N:4][CH:3]=1.[C:12](=[O:15])([O-])[O-].[Na+].[Na+].